This data is from Full USPTO retrosynthesis dataset with 1.9M reactions from patents (1976-2016). The task is: Predict the reactants needed to synthesize the given product. (1) Given the product [Cl-:2].[CH2:11]([N+:13]([CH2:14][CH2:15][O:16][CH2:17][CH2:18][OH:19])([CH2:20][CH2:21][OH:22])[CH2:3][CH:4]([OH:10])[CH2:5][N+:6]([CH3:9])([CH3:8])[CH3:7])[CH3:12].[Cl-:1], predict the reactants needed to synthesize it. The reactants are: [Cl-:1].[Cl:2][CH2:3][CH:4]([OH:10])[CH2:5][N+:6]([CH3:9])([CH3:8])[CH3:7].[CH2:11]([N:13]([CH2:20][CH2:21][OH:22])[CH2:14][CH2:15][O:16][CH2:17][CH2:18][OH:19])[CH3:12]. (2) Given the product [Br:14][C:15]1[CH:16]=[C:17]2[C:21](=[CH:22][CH:23]=1)[N:20]([C:35]1[CH:36]=[CH:37][C:32]([O:31][CH:26]3[CH2:30][CH2:29][CH2:28][CH2:27]3)=[CH:33][CH:34]=1)[C:19]([C:24]#[N:25])=[CH:18]2, predict the reactants needed to synthesize it. The reactants are: CCN(CC)CC.N1C=CC=CC=1.[Br:14][C:15]1[CH:16]=[C:17]2[C:21](=[CH:22][CH:23]=1)[NH:20][C:19]([C:24]#[N:25])=[CH:18]2.[CH:26]1([O:31][C:32]2[CH:37]=[CH:36][C:35](B(O)O)=[CH:34][CH:33]=2)[CH2:30][CH2:29][CH2:28][CH2:27]1. (3) Given the product [Br:1][C:2]1[CH:24]=[CH:23][C:22]([C:26](=[O:25])[CH3:10])=[N:6][CH:7]=1, predict the reactants needed to synthesize it. The reactants are: [Br:1][C:2]1C=CC(C#N)=[N:6][CH:7]=1.[CH3:10][Mg]Br.Cl.P([O-])([O-])([O-])=O.[K+].[K+].[K+].[CH2:22]1[CH2:26][O:25][CH2:24][CH2:23]1. (4) Given the product [CH2:13]([O:4][C:3](=[O:5])[C:2](=[O:1])[CH2:6][CH3:7])[CH3:14], predict the reactants needed to synthesize it. The reactants are: [O:1]=[C:2]([CH2:6][CH3:7])[C:3]([OH:5])=[O:4].S(=O)(=O)(O)O.[CH2:13](O)[CH3:14]. (5) Given the product [Br:9][C:10]1[CH:11]=[C:12]2[C:18]([I:1])=[N:17][NH:16][C:13]2=[N:14][CH:15]=1, predict the reactants needed to synthesize it. The reactants are: [I:1]N1C(=O)CCC1=O.[Br:9][C:10]1[CH:11]=[C:12]2[CH:18]=[N:17][NH:16][C:13]2=[N:14][CH:15]=1. (6) The reactants are: [NH2:1][CH2:2][CH2:3][CH2:4][CH2:5][CH2:6][CH2:7][CH2:8][CH2:9][CH2:10][CH2:11][CH2:12][CH2:13][CH2:14][CH2:15][CH2:16][CH2:17][CH2:18][C:19]([OH:21])=[O:20].[C:22]1(=[O:28])[O:27][C:25](=[O:26])[CH:24]=[CH:23]1.Cl. Given the product [C:19]([CH2:18][CH2:17][CH2:16][CH2:15][CH2:14][CH2:13][CH2:12][CH2:11][CH2:10][CH2:9][CH2:8][CH2:7][CH2:6][CH2:5][CH2:4][CH2:3][CH2:2][NH:1][C:22](=[O:28])/[CH:23]=[CH:24]\[C:25]([OH:27])=[O:26])([OH:21])=[O:20], predict the reactants needed to synthesize it. (7) Given the product [C:38]([O:37][C:36](=[O:42])[NH:35][C@@H:25]1[C:24](=[O:43])[N:19]2[CH2:20][C@H:21]([OH:23])[CH2:22][C@H:18]2[C:16](=[O:17])[NH:15][C@:10]2([C:8](=[O:9])[NH:7][S:4]([CH:1]3[CH2:2][CH2:3]3)(=[O:6])=[O:5])[CH2:12][C@H:11]2[CH:13]=[CH:14][CH2:30][CH2:29][CH:28]([CH3:33])[CH2:27][C@H:26]1[CH3:34])([CH3:41])([CH3:39])[CH3:40], predict the reactants needed to synthesize it. The reactants are: [CH:1]1([S:4]([NH:7][C:8]([C@@:10]2([NH:15][C:16]([C@@H:18]3[CH2:22][C@@H:21]([OH:23])[CH2:20][N:19]3[C:24](=[O:43])[C@@H:25]([NH:35][C:36](=[O:42])[O:37][C:38]([CH3:41])([CH3:40])[CH3:39])[C@H:26]([CH3:34])[CH2:27][CH:28]([CH3:33])[CH2:29][CH2:30]C=C)=[O:17])[CH2:12][C@H:11]2[CH:13]=[CH2:14])=[O:9])(=[O:6])=[O:5])[CH2:3][CH2:2]1. (8) Given the product [F:10][C:11]([F:16])([F:15])[C:12]([OH:14])=[O:13].[Br:1][C:43]1[CH:44]=[CH:45][C:40]([N:38]([CH3:39])[C:37]([NH:36][C@H:33]2[CH2:32][C@H:31]3[C@:27]([C:21]4[CH:22]=[CH:23][C:24]([O:25][CH3:26])=[C:19]([O:18][CH3:17])[CH:20]=4)([CH2:28][CH2:29][N:30]3[CH3:48])[CH2:35][CH2:34]2)=[O:47])=[CH:41][CH:42]=1, predict the reactants needed to synthesize it. The reactants are: [Br:1]C1C=CC(NC)=CC=1.[F:10][C:11]([F:16])([F:15])[C:12]([OH:14])=[O:13].[CH3:17][O:18][C:19]1[CH:20]=[C:21]([C@@:27]23[CH2:35][CH2:34][C@@H:33]([NH:36][C:37](=[O:47])[N:38]([C:40]4[CH:45]=[CH:44][C:43](F)=[CH:42][CH:41]=4)[CH3:39])[CH2:32][C@@H:31]2[N:30]([CH3:48])[CH2:29][CH2:28]3)[CH:22]=[CH:23][C:24]=1[O:25][CH3:26]. (9) Given the product [Br:1][C:2]1[CH:3]=[C:4]([N:8]2[C:16]3[C:11](=[CH:12][C:13]([C:17]4[CH:21]=[CH:20][N:19]([CH3:22])[N:18]=4)=[CH:14][CH:15]=3)[C:10]([C:23]([NH2:29])=[O:25])=[N:9]2)[CH:5]=[CH:6][CH:7]=1, predict the reactants needed to synthesize it. The reactants are: [Br:1][C:2]1[CH:3]=[C:4]([N:8]2[C:16]3[C:11](=[CH:12][C:13]([C:17]4[CH:21]=[CH:20][N:19]([CH3:22])[N:18]=4)=[CH:14][CH:15]=3)[C:10]([C:23]([O:25]C)=O)=[N:9]2)[CH:5]=[CH:6][CH:7]=1.C([NH2:29])=O. (10) Given the product [OH:1][C:2]1([CH2:9][NH:10][C:11]([C:13]2[C:14]3[CH:15]=[CH:16][C:17]([N:37]4[CH2:38][CH2:39][C:35]([F:40])([F:34])[CH2:36]4)=[N:18][C:19]=3[CH:20]=[CH:21][C:22]=2[Cl:23])=[O:12])[CH2:7][CH2:6][CH2:5][CH:4]([CH3:8])[CH2:3]1, predict the reactants needed to synthesize it. The reactants are: [OH:1][C:2]1([CH2:9][NH:10][C:11]([C:13]2[C:14]3[CH:15]=[CH:16][C:17](Cl)=[N:18][C:19]=3[CH:20]=[CH:21][C:22]=2[Cl:23])=[O:12])[CH2:7][CH2:6][CH2:5][CH:4]([CH3:8])[CH2:3]1.CCN(C(C)C)C(C)C.[F:34][C:35]1([F:40])[CH2:39][CH2:38][NH:37][CH2:36]1.